From a dataset of M1 muscarinic receptor antagonist screen with 61,756 compounds. Binary Classification. Given a drug SMILES string, predict its activity (active/inactive) in a high-throughput screening assay against a specified biological target. (1) The compound is s1c2CCCCc2c(c1NC(=O)CCC)C#N. The result is 0 (inactive). (2) The drug is O1C(CCC1)CNC(=O)Cn1c(=O)c2c(n(nc2)c2ccc(cc2)C)nc1. The result is 0 (inactive).